Dataset: Full USPTO retrosynthesis dataset with 1.9M reactions from patents (1976-2016). Task: Predict the reactants needed to synthesize the given product. (1) Given the product [C:29]([C:28]1[CH:31]=[C:24]([CH:25]=[CH:26][C:27]=1[O:32][CH:33]([CH3:35])[CH3:34])[CH2:23][O:1][C:2]1[CH:10]=[CH:9][C:8]2[N:7]3[CH2:11][CH2:12][CH:13]([CH2:14][C:15]([O:17][C:18]([CH3:21])([CH3:20])[CH3:19])=[O:16])[C:6]3=[CH:5][C:4]=2[CH:3]=1)#[N:30], predict the reactants needed to synthesize it. The reactants are: [OH:1][C:2]1[CH:10]=[CH:9][C:8]2[N:7]3[CH2:11][CH2:12][CH:13]([CH2:14][C:15]([O:17][C:18]([CH3:21])([CH3:20])[CH3:19])=[O:16])[C:6]3=[CH:5][C:4]=2[CH:3]=1.Cl[CH2:23][C:24]1[CH:25]=[CH:26][C:27]([O:32][CH:33]([CH3:35])[CH3:34])=[C:28]([CH:31]=1)[C:29]#[N:30].C(=O)([O-])[O-].[Cs+].[Cs+]. (2) The reactants are: [Cl:1][C:2]1[C:3]([O:11][C:12]2[CH:13]=[C:14]([CH:19]=[CH:20][CH:21]=2)[C:15]([O:17]C)=[O:16])=[N:4][CH:5]=[C:6]([N+:8]([O-:10])=[O:9])[CH:7]=1.[OH-].[Na+].Cl. Given the product [Cl:1][C:2]1[C:3]([O:11][C:12]2[CH:13]=[C:14]([CH:19]=[CH:20][CH:21]=2)[C:15]([OH:17])=[O:16])=[N:4][CH:5]=[C:6]([N+:8]([O-:10])=[O:9])[CH:7]=1, predict the reactants needed to synthesize it.